From a dataset of Retrosynthesis with 50K atom-mapped reactions and 10 reaction types from USPTO. Predict the reactants needed to synthesize the given product. Given the product CCOC(=O)c1sc(-c2ccc(OCC(C)C)c(C#N)c2)nc1C, predict the reactants needed to synthesize it. The reactants are: CC(C)CBr.CCOC(=O)c1sc(-c2ccc(O)c(C#N)c2)nc1C.